Dataset: Forward reaction prediction with 1.9M reactions from USPTO patents (1976-2016). Task: Predict the product of the given reaction. (1) Given the reactants [N:1]1([C:5](=[O:23])[CH2:6][C:7]2[CH:14]=[CH:13][C:12]([O:15]CC3C=CC=CC=3)=[CH:11][C:8]=2[C:9]#[N:10])[CH2:4][CH2:3][CH2:2]1, predict the reaction product. The product is: [N:1]1([C:5](=[O:23])[CH2:6][C:7]2[CH:14]=[CH:13][C:12]([OH:15])=[CH:11][C:8]=2[C:9]#[N:10])[CH2:4][CH2:3][CH2:2]1. (2) Given the reactants [C:1]([C:5]1[N:6]=[C:7]([N:16]2[CH2:20][CH2:19][C:18]([F:22])([F:21])[CH2:17]2)[C:8]2[C:9](=[N:11][N:12]([CH2:14][CH3:15])[N:13]=2)[N:10]=1)([CH3:4])([CH3:3])[CH3:2].C(C1N=C(N2CCC(F)(F)C2)C2N=NNC=2N=1)(C)(C)C.Br[CH2:44][C:45]1C(C)=[N:48][O:47][N:46]=1, predict the reaction product. The product is: [C:1]([C:5]1[N:6]=[C:7]([N:16]2[CH2:20][CH2:19][C:18]([F:21])([F:22])[CH2:17]2)[C:8]2[C:9](=[N:11][N:12]([CH2:14][C:15]3[C:45]([CH3:44])=[N:46][O:47][N:48]=3)[N:13]=2)[N:10]=1)([CH3:2])([CH3:3])[CH3:4]. (3) Given the reactants [C:1]([O:5][C:6]([N:8]1[CH2:16][C:15]2[C:10](=[CH:11][C:12]([C:18]([F:21])([F:20])[F:19])=[C:13](I)[CH:14]=2)[CH2:9]1)=[O:7])([CH3:4])([CH3:3])[CH3:2].[NH:22]1[CH2:27][CH2:26][O:25][CH2:24][CH2:23]1, predict the reaction product. The product is: [C:1]([O:5][C:6]([N:8]1[CH2:16][C:15]2[C:10](=[CH:11][C:12]([C:18]([F:21])([F:20])[F:19])=[C:13]([N:22]3[CH2:27][CH2:26][O:25][CH2:24][CH2:23]3)[CH:14]=2)[CH2:9]1)=[O:7])([CH3:4])([CH3:3])[CH3:2]. (4) Given the reactants [OH:1][C:2]1[CH:7]=[CH:6][CH:5]=[CH:4][C:3]=1[NH:8][C:9](=[O:16])[C:10]1[CH:15]=[CH:14][CH:13]=[CH:12][CH:11]=1.Cl[CH2:18][C:19]1([CH3:22])[CH2:21][O:20]1, predict the reaction product. The product is: [CH3:18][C:19]1([CH2:22][O:1][C:2]2[CH:7]=[CH:6][CH:5]=[CH:4][C:3]=2[NH:8][C:9](=[O:16])[C:10]2[CH:15]=[CH:14][CH:13]=[CH:12][CH:11]=2)[CH2:21][O:20]1. (5) Given the reactants [NH2:1][C:2]1[C:10]([Br:11])=[CH:9][CH:8]=[CH:7][C:3]=1[C:4]([OH:6])=O.N1[CH:16]=[CH:15]N=C1.C(Cl)(=O)C.Cl.[NH2:22][CH:23]1[CH2:28][CH2:27][C:26](=[O:29])[NH:25][C:24]1=[O:30].P(OC1C=CC=CC=1)(OC1C=CC=CC=1)OC1C=CC=CC=1, predict the reaction product. The product is: [Br:11][C:10]1[CH:9]=[CH:8][CH:7]=[C:3]2[C:2]=1[N:1]=[C:15]([CH3:16])[N:22]([CH:23]1[CH2:28][CH2:27][C:26](=[O:29])[NH:25][C:24]1=[O:30])[C:4]2=[O:6]. (6) Given the reactants [N:1]1[CH:6]=[CH:5][C:4]([CH:7]=O)=[N:3][CH:2]=1.[NH2:9][CH:10]1[CH2:15][CH2:14][N:13]([C:16]([O:18][C:19]([CH3:22])([CH3:21])[CH3:20])=[O:17])[CH2:12][CH2:11]1, predict the reaction product. The product is: [N:1]1[CH:6]=[CH:5][C:4](/[CH:7]=[N:9]/[CH:10]2[CH2:11][CH2:12][N:13]([C:16]([O:18][C:19]([CH3:22])([CH3:21])[CH3:20])=[O:17])[CH2:14][CH2:15]2)=[N:3][CH:2]=1. (7) Given the reactants [Br:1][C:2]1[NH:3][C:4]2[CH:10]=[C:9]([Cl:11])[C:8]([Cl:12])=[CH:7][C:5]=2[N:6]=1.C/C(/O[Si](C)(C)C)=N\[Si](C)(C)C.FC(F)(F)S(O[Si](C)(C)C)(=O)=O.C(O[CH:41]1[O:54][CH2:53][C@@H:48]([O:49][C:50](=[O:52])[CH3:51])[C@@H:43]([O:44][C:45](=[O:47])[CH3:46])[CH2:42]1)(=O)C.C(=O)(O)[O-].[Na+], predict the reaction product. The product is: [Br:1][C:2]1[N:3]([C@H:41]2[O:54][CH2:53][C@@H:48]([O:49][C:50](=[O:52])[CH3:51])[C@@H:43]([O:44][C:45](=[O:47])[CH3:46])[CH2:42]2)[C:4]2[CH:10]=[C:9]([Cl:11])[C:8]([Cl:12])=[CH:7][C:5]=2[N:6]=1.